This data is from Reaction yield outcomes from USPTO patents with 853,638 reactions. The task is: Predict the reaction yield, written as a fraction of the theoretical maximum amount of product (1.0 means a 100% yield; for example, 0.34 means a 34% yield). (1) The catalyst is O. The yield is 0.570. The reactants are [NH2:1][C:2]1[CH:7]=[CH:6][CH:5]=[CH:4][C:3]=1[C:8]1[CH:13]=[CH:12][C:11]([C:14]([OH:16])=[O:15])=[CH:10][CH:9]=1.C([O-])(O)=[O:18].[Na+].OOS([O-])=O.[K+].CCCCCC.[OH2:34].CC(C)=O. The product is [N+:1]([C:2]1[CH:7]=[CH:6][CH:5]=[CH:4][C:3]=1[C:8]1[CH:13]=[CH:12][C:11]([C:14]([OH:16])=[O:15])=[CH:10][CH:9]=1)([O-:18])=[O:34]. (2) The reactants are [CH3:1][CH:2]([CH3:19])[CH:3]([CH2:10][C:11]1[CH:16]=[CH:15][CH:14]=[C:13]([O:17][CH3:18])[CH:12]=1)[CH2:4][C:5]([O:7]CC)=[O:6].[OH-].[Na+]. The catalyst is C1COCC1.CCO. The product is [CH3:1][CH:2]([CH3:19])[CH:3]([CH2:10][C:11]1[CH:16]=[CH:15][CH:14]=[C:13]([O:17][CH3:18])[CH:12]=1)[CH2:4][C:5]([OH:7])=[O:6]. The yield is 1.00. (3) The reactants are C[CH:2]([OH:11])[CH2:3][CH2:4][CH2:5][C:6]([CH3:10])=[C:7]([F:9])[F:8].[CH3:12][S:13](Cl)(=[O:15])=[O:14].C(N(CC)CC)C. The catalyst is O1CCCC1. The product is [CH3:12][S:13]([O:11][CH2:2][CH2:3][CH2:4][CH2:5][C:6]([CH3:10])=[C:7]([F:9])[F:8])(=[O:15])=[O:14]. The yield is 0.990. (4) The reactants are [OH-].[K+].[Cl:3][C:4]1[C:5]([N:10]2[C:14]([C:15]([O:17]CC)=[O:16])=[CH:13][C:12]([C:20]([F:23])([F:22])[F:21])=[N:11]2)=[N:6][CH:7]=[CH:8][CH:9]=1. The catalyst is O.C(O)C. The product is [Cl:3][C:4]1[C:5]([N:10]2[C:14]([C:15]([OH:17])=[O:16])=[CH:13][C:12]([C:20]([F:23])([F:21])[F:22])=[N:11]2)=[N:6][CH:7]=[CH:8][CH:9]=1. The yield is 0.930. (5) The reactants are [F:1][C:2]1([F:44])[CH2:7][C@H:6]([O:8][C:9]2[C:14]([F:15])=[CH:13][C:12]([S:16]([N:19](CC3C=CC(OC)=CC=3OC)[C:20]3[CH:25]=[CH:24][N:23]=[CH:22][N:21]=3)(=[O:18])=[O:17])=[C:11]([F:37])[CH:10]=2)[C@@H:5]([C:38]2[N:42]([CH3:43])[N:41]=[CH:40][CH:39]=2)[CH2:4][CH2:3]1.C([SiH](CC)CC)C.FC(F)(F)C(O)=O. The catalyst is ClCCl. The product is [F:44][C:2]1([F:1])[CH2:7][C@H:6]([O:8][C:9]2[C:14]([F:15])=[CH:13][C:12]([S:16]([NH:19][C:20]3[CH:25]=[CH:24][N:23]=[CH:22][N:21]=3)(=[O:17])=[O:18])=[C:11]([F:37])[CH:10]=2)[C@@H:5]([C:38]2[N:42]([CH3:43])[N:41]=[CH:40][CH:39]=2)[CH2:4][CH2:3]1. The yield is 0.990. (6) The reactants are [Br:1][C:2]1[CH:8]=[CH:7][CH:6]=[CH:5][C:3]=1[NH2:4].Cl[C:10](Cl)(Cl)[CH:11]([OH:13])O.Cl.[NH2:17][OH:18].S([O-])([O-])(=O)=O.[Na+].[Na+].Cl. The catalyst is O. The product is [Br:1][C:2]1[CH:8]=[CH:7][CH:6]=[CH:5][C:3]=1[NH:4][C:11](=[O:13])[CH:10]=[N:17][OH:18]. The yield is 0.330. (7) The reactants are [C:1]([C:5]1[CH:10]=[CH:9][C:8]([N+:11]([O-:13])=[O:12])=[CH:7][C:6]=1N)([CH3:4])([CH3:3])[CH3:2].N([O-])=O.[Na+].[O-:19][S:20]([O-:22])=O.[Na+].[Na+].[ClH:25]. The catalyst is O.[O-]S([O-])(=O)=O.[Cu+2]. The product is [C:1]([C:5]1[CH:10]=[CH:9][C:8]([N+:11]([O-:13])=[O:12])=[CH:7][C:6]=1[S:20]([Cl:25])(=[O:22])=[O:19])([CH3:4])([CH3:3])[CH3:2]. The yield is 0.170. (8) The reactants are [Cl:1][C:2]1[N:3]=[C:4]([N:14]2[CH2:19][CH2:18][O:17][CH2:16][CH2:15]2)[C:5]2[S:10][C:9]([CH:11]=O)=[C:8]([CH3:13])[C:6]=2[N:7]=1.C(O)(=O)C(O)=O.[OH:26][C@@H:27]([CH3:36])[C:28]([N:30]1[CH2:35][CH2:34][NH:33][CH2:32][CH2:31]1)=[O:29].CN1CCOCC1.COC(OC)OC.B.C(C1C=CC(C)=NC=1)C. The catalyst is CO. The product is [Cl:1][C:2]1[N:3]=[C:4]([N:14]2[CH2:19][CH2:18][O:17][CH2:16][CH2:15]2)[C:5]2[S:10][C:9]([CH2:11][N:33]3[CH2:32][CH2:31][N:30]([C:28](=[O:29])[C@@H:27]([OH:26])[CH3:36])[CH2:35][CH2:34]3)=[C:8]([CH3:13])[C:6]=2[N:7]=1. The yield is 0.810. (9) The yield is 0.290. The product is [N+:25]([C:22]1[CH:21]=[CH:20][C:19]([S:18]([CH3:17])=[N:32][S:29]([CH3:28])(=[O:31])=[O:30])=[CH:24][CH:23]=1)([O-:27])=[O:26]. The reactants are C(O)(=O)C.C(O)(=O)C.I(C1C=CC=CC=1)=O.[CH3:17][S:18][C:19]1[CH:24]=[CH:23][C:22]([N+:25]([O-:27])=[O:26])=[CH:21][CH:20]=1.[CH3:28][S:29]([NH2:32])(=[O:31])=[O:30].[O-2].[Mg+2]. The catalyst is ClCCl.CC([O-])=O.CC([O-])=O.CC([O-])=O.CC([O-])=O.[Rh+2].[Rh+2].